Dataset: NCI-60 drug combinations with 297,098 pairs across 59 cell lines. Task: Regression. Given two drug SMILES strings and cell line genomic features, predict the synergy score measuring deviation from expected non-interaction effect. (1) Drug 1: C1=NC2=C(N=C(N=C2N1C3C(C(C(O3)CO)O)F)Cl)N. Drug 2: CC1C(C(CC(O1)OC2CC(CC3=C2C(=C4C(=C3O)C(=O)C5=CC=CC=C5C4=O)O)(C(=O)C)O)N)O. Cell line: NCI-H322M. Synergy scores: CSS=44.6, Synergy_ZIP=-10.5, Synergy_Bliss=-5.37, Synergy_Loewe=-5.56, Synergy_HSA=-3.82. (2) Drug 1: CC1=CC2C(CCC3(C2CCC3(C(=O)C)OC(=O)C)C)C4(C1=CC(=O)CC4)C. Drug 2: CN(CC1=CN=C2C(=N1)C(=NC(=N2)N)N)C3=CC=C(C=C3)C(=O)NC(CCC(=O)O)C(=O)O. Cell line: NCI/ADR-RES. Synergy scores: CSS=5.68, Synergy_ZIP=-1.68, Synergy_Bliss=2.92, Synergy_Loewe=-18.7, Synergy_HSA=-2.78. (3) Drug 1: CS(=O)(=O)C1=CC(=C(C=C1)C(=O)NC2=CC(=C(C=C2)Cl)C3=CC=CC=N3)Cl. Drug 2: CC1=CC2C(CCC3(C2CCC3(C(=O)C)OC(=O)C)C)C4(C1=CC(=O)CC4)C. Cell line: COLO 205. Synergy scores: CSS=-4.91, Synergy_ZIP=2.88, Synergy_Bliss=-1.47, Synergy_Loewe=-8.39, Synergy_HSA=-8.45.